This data is from Full USPTO retrosynthesis dataset with 1.9M reactions from patents (1976-2016). The task is: Predict the reactants needed to synthesize the given product. Given the product [CH3:42][O:38][CH2:37][O:40][CH2:1][O:2][C:3]1[CH:4]=[C:5]([C:13]2[CH:21]=[C:20]3[C:16]([CH:17]=[N:18][NH:19]3)=[CH:15][CH:14]=2)[CH:6]=[CH:7][CH:8]=1, predict the reactants needed to synthesize it. The reactants are: [CH3:1][O:2][C:3]1[CH:4]=[C:5]([C:13]2[CH:21]=[C:20]3[C:16]([CH:17]=[N:18][N:19]3S(C3C(C)=CC(C)=CC=3C)(=O)=O)=[CH:15][CH:14]=2)[CH:6]=[CH:7][C:8]=1OCOC.[OH-].[Na+].Cl.[C:37](=[O:40])(O)[O-:38].[Na+].[CH2:42]1COCC1.